Dataset: Forward reaction prediction with 1.9M reactions from USPTO patents (1976-2016). Task: Predict the product of the given reaction. (1) Given the reactants [C:1]([C:3]1[CH:4]=[CH:5][C:6]([O:13][CH3:14])=[C:7]([CH:12]=1)[C:8]([O:10]C)=[O:9])#[N:2].[OH-:15].[Na+].Cl, predict the reaction product. The product is: [CH3:14][O:13][C:6]1[C:7]([C:8]([OH:10])=[O:9])=[CH:12][C:3]([C:1]([NH2:2])=[O:15])=[CH:4][CH:5]=1. (2) Given the reactants [CH:1]([C:4]1[N:5]=[C:6](O)[C:7]2[S:12][CH:11]=[CH:10][C:8]=2[N:9]=1)([CH3:3])[CH3:2].[NH4+].[OH-].O=P(Cl)(Cl)[Cl:18], predict the reaction product. The product is: [Cl:18][C:6]1[C:7]2[S:12][CH:11]=[CH:10][C:8]=2[N:9]=[C:4]([CH:1]([CH3:3])[CH3:2])[N:5]=1. (3) Given the reactants [CH3:1][O:2][C:3]1[CH:4]=[CH:5][C:6]2[C:19]3[CH:18]=[CH:17][CH:16]=[CH:15][C:14]=3[C:13](=[O:20])[C:12]3[C:7]=2[C:8]=1[CH:9]=[CH:10][CH:11]=3.[OH:21][S:22](O)(=[O:24])=[O:23].O=S(=O)=O, predict the reaction product. The product is: [CH3:1][O:2][C:3]1[CH:4]=[CH:5][C:6]2[C:19]3[CH:18]=[CH:17][C:16]([S:22]([OH:24])(=[O:23])=[O:21])=[CH:15][C:14]=3[C:13](=[O:20])[C:12]3[C:7]=2[C:8]=1[CH:9]=[CH:10][CH:11]=3.